This data is from Full USPTO retrosynthesis dataset with 1.9M reactions from patents (1976-2016). The task is: Predict the reactants needed to synthesize the given product. (1) Given the product [Cl:14][CH2:15][C@@H:16]([OH:37])[C@@H:17]([NH:26][C:27](=[O:36])[O:28][CH2:29][C:30]1[CH:31]=[CH:32][CH:33]=[CH:34][CH:35]=1)[CH2:18][S:19][C:20]1[CH:25]=[CH:24][CH:23]=[CH:22][CH:21]=1, predict the reactants needed to synthesize it. The reactants are: CC(C)[O-].[Al+3].CC(C)[O-].CC(C)[O-].[Cl:14][CH2:15][C:16](=[O:37])[C@@H:17]([NH:26][C:27](=[O:36])[O:28][CH2:29][C:30]1[CH:35]=[CH:34][CH:33]=[CH:32][CH:31]=1)[CH2:18][S:19][C:20]1[CH:25]=[CH:24][CH:23]=[CH:22][CH:21]=1.Cl. (2) Given the product [CH2:1]([S:3]([C:6]1[CH:23]=[CH:22][C:9]([O:10][CH2:11][CH2:12][C@@H:13]2[CH2:15][C@@H:14]2[CH:16]2[CH2:21][CH2:20][N:19]([C:32]#[N:31])[CH2:18][CH2:17]2)=[CH:8][C:7]=1[F:24])(=[O:5])=[O:4])[CH3:2], predict the reactants needed to synthesize it. The reactants are: [CH2:1]([S:3]([C:6]1[CH:23]=[CH:22][C:9]([O:10][CH2:11][CH2:12][C@@H:13]2[CH2:15][C@@H:14]2[CH:16]2[CH2:21][CH2:20][NH:19][CH2:18][CH2:17]2)=[CH:8][C:7]=1[F:24])(=[O:5])=[O:4])[CH3:2].C(=O)([O-])[O-].[K+].[K+].[N:31]#[C:32]Br.